From a dataset of Forward reaction prediction with 1.9M reactions from USPTO patents (1976-2016). Predict the product of the given reaction. (1) Given the reactants [OH:1][CH:2]([CH2:14][CH2:15][CH2:16][CH2:17][CH2:18][CH2:19][CH2:20][CH3:21])[CH2:3][O:4][C:5]1[CH:10]=[CH:9][C:8]([N+:11]([O-])=O)=[CH:7][CH:6]=1.[H][H], predict the reaction product. The product is: [OH:1][CH:2]([CH2:14][CH2:15][CH2:16][CH2:17][CH2:18][CH2:19][CH2:20][CH3:21])[CH2:3][O:4][C:5]1[CH:10]=[CH:9][C:8]([NH2:11])=[CH:7][CH:6]=1. (2) Given the reactants [CH2:1]1[C:10]2[C:5](=[CH:6][CH:7]=[CH:8][CH:9]=2)[CH2:4][CH2:3][N:2]1[NH2:11].Cl[C:13]([O:15][C:16]1[CH:21]=[CH:20][C:19]([CH3:22])=[CH:18][CH:17]=1)=[O:14].N1C=CC=CC=1.ClCCl, predict the reaction product. The product is: [C:19]1([CH3:22])[CH:20]=[CH:21][C:16]([O:15][C:13](=[O:14])[NH:11][N:2]2[CH2:3][CH2:4][C:5]3[C:10](=[CH:9][CH:8]=[CH:7][CH:6]=3)[CH2:1]2)=[CH:17][CH:18]=1. (3) Given the reactants C([O:7][CH2:8][C@@H:9]([O:36][C:37]([CH3:40])([CH3:39])[CH3:38])[C:10]1[C:11]([C:29]2[CH:34]=[CH:33][C:32]([Cl:35])=[CH:31][CH:30]=2)=[C:12]2[C:17](=[CH:18][C:19]=1[CH3:20])[N:16]=[C:15](OS(C(F)(F)F)(=O)=O)[CH:14]=[CH:13]2)(=O)C(C)(C)C.CO[CH:43](OC)[CH2:44][NH2:45].C[O:49]C(OC)[C@@H](N)C(C)C, predict the reaction product. The product is: [C:37]([O:36][C@@H:9]([C:10]1[C:11]([C:29]2[CH:30]=[CH:31][C:32]([Cl:35])=[CH:33][CH:34]=2)=[C:12]2[C:17](=[CH:18][C:19]=1[CH3:20])[N:16]1[CH:43]=[CH:44][N:45]=[C:15]1[CH:14]=[CH:13]2)[C:8]([OH:49])=[O:7])([CH3:40])([CH3:38])[CH3:39].